Task: Predict the product of the given reaction.. Dataset: Forward reaction prediction with 1.9M reactions from USPTO patents (1976-2016) Given the reactants Cl.Cl[C:3]1[N:8]=[CH:7][N:6]=[C:5]([C:9]([N:11]2[C:19]3[C:14](=[CH:15][CH:16]=[CH:17][CH:18]=3)[CH2:13][CH:12]2[CH2:20][CH2:21][CH3:22])=[O:10])[CH:4]=1.[NH2:23][C:24]1[CH:25]=[C:26]2[C:39](=[CH:40][CH:41]=1)[CH2:38][C:28]1([C:36]3[C:31](=[N:32][CH:33]=[CH:34][CH:35]=3)[NH:30][C:29]1=[O:37])[CH2:27]2, predict the reaction product. The product is: [CH2:20]([CH:12]1[CH2:13][C:14]2[C:19](=[CH:18][CH:17]=[CH:16][CH:15]=2)[N:11]1[C:9]([C:5]1[N:6]=[CH:7][N:8]=[C:3]([NH:23][C:24]2[CH:25]=[C:26]3[C:39](=[CH:40][CH:41]=2)[CH2:38][C:28]2([C:36]4[C:31](=[N:32][CH:33]=[CH:34][CH:35]=4)[NH:30][C:29]2=[O:37])[CH2:27]3)[CH:4]=1)=[O:10])[CH2:21][CH3:22].